From a dataset of NCI-60 drug combinations with 297,098 pairs across 59 cell lines. Regression. Given two drug SMILES strings and cell line genomic features, predict the synergy score measuring deviation from expected non-interaction effect. (1) Drug 1: C(=O)(N)NO. Drug 2: CCCCC(=O)OCC(=O)C1(CC(C2=C(C1)C(=C3C(=C2O)C(=O)C4=C(C3=O)C=CC=C4OC)O)OC5CC(C(C(O5)C)O)NC(=O)C(F)(F)F)O. Cell line: RPMI-8226. Synergy scores: CSS=42.4, Synergy_ZIP=0.330, Synergy_Bliss=1.12, Synergy_Loewe=-16.2, Synergy_HSA=-0.672. (2) Drug 1: CCCS(=O)(=O)NC1=C(C(=C(C=C1)F)C(=O)C2=CNC3=C2C=C(C=N3)C4=CC=C(C=C4)Cl)F. Drug 2: C1=NC2=C(N1)C(=S)N=C(N2)N. Cell line: NCI-H322M. Synergy scores: CSS=27.0, Synergy_ZIP=-3.48, Synergy_Bliss=-0.496, Synergy_Loewe=-14.0, Synergy_HSA=-5.47. (3) Drug 1: C1=NC2=C(N=C(N=C2N1C3C(C(C(O3)CO)O)O)F)N. Drug 2: B(C(CC(C)C)NC(=O)C(CC1=CC=CC=C1)NC(=O)C2=NC=CN=C2)(O)O. Cell line: COLO 205. Synergy scores: CSS=59.1, Synergy_ZIP=-4.98, Synergy_Bliss=-9.14, Synergy_Loewe=-5.90, Synergy_HSA=-4.38. (4) Drug 1: C1=CC(=CC=C1CCCC(=O)O)N(CCCl)CCCl. Drug 2: CN(C(=O)NC(C=O)C(C(C(CO)O)O)O)N=O. Cell line: IGROV1. Synergy scores: CSS=39.7, Synergy_ZIP=12.8, Synergy_Bliss=6.83, Synergy_Loewe=-4.09, Synergy_HSA=7.90. (5) Drug 2: C1=C(C(=O)NC(=O)N1)N(CCCl)CCCl. Cell line: SF-268. Synergy scores: CSS=36.3, Synergy_ZIP=-1.86, Synergy_Bliss=4.08, Synergy_Loewe=-1.10, Synergy_HSA=5.01. Drug 1: CC(CN1CC(=O)NC(=O)C1)N2CC(=O)NC(=O)C2.